Dataset: Full USPTO retrosynthesis dataset with 1.9M reactions from patents (1976-2016). Task: Predict the reactants needed to synthesize the given product. (1) Given the product [C:1]1([C:7]#[C:8][C:9]2[CH:10]=[CH:11][C:12]3[N:16]=[C:15]([NH:17][C:32](=[O:34])[CH3:33])[N:14]([C@H:18]([CH3:23])[C:19]([CH3:20])([CH3:22])[CH3:21])[C:13]=3[CH:24]=2)[CH:2]=[CH:3][CH:4]=[CH:5][CH:6]=1, predict the reactants needed to synthesize it. The reactants are: [C:1]1([C:7]#[C:8][C:9]2[CH:10]=[CH:11][C:12]3[N:16]=[C:15]([NH2:17])[N:14]([C@H:18]([CH3:23])[C:19]([CH3:22])([CH3:21])[CH3:20])[C:13]=3[CH:24]=2)[CH:6]=[CH:5][CH:4]=[CH:3][CH:2]=1.C(N(CC)CC)C.[C:32](OC(=O)C)(=[O:34])[CH3:33]. (2) Given the product [C:1]([C:3]1[CH:8]=[CH:7][C:6]([N:9]2[C:13]([C:14]3[C:15](=[O:33])[N:16]([CH3:32])[C:17](=[O:31])[N:18]([C:21]4[CH:26]=[CH:25][CH:24]=[C:23]([C:27]([F:30])([F:29])[F:28])[CH:22]=4)[C:19]=3[CH3:20])=[C:12]([S:34]([Cl:40])(=[O:37])=[O:35])[CH:11]=[N:10]2)=[CH:5][CH:4]=1)#[N:2], predict the reactants needed to synthesize it. The reactants are: [C:1]([C:3]1[CH:8]=[CH:7][C:6]([N:9]2[C:13]([C:14]3[C:15](=[O:33])[N:16]([CH3:32])[C:17](=[O:31])[N:18]([C:21]4[CH:26]=[CH:25][CH:24]=[C:23]([C:27]([F:30])([F:29])[F:28])[CH:22]=4)[C:19]=3[CH3:20])=[C:12]([S:34]([OH:37])(=O)=[O:35])[CH:11]=[N:10]2)=[CH:5][CH:4]=1)#[N:2].P(Cl)(Cl)([Cl:40])=O. (3) Given the product [C:9]([O:8][C:7]1[C:2]([Br:1])=[N:3][CH:4]=[CH:5][CH:6]=1)(=[O:11])[CH3:10], predict the reactants needed to synthesize it. The reactants are: [Br:1][C:2]1[C:7]([OH:8])=[CH:6][CH:5]=[CH:4][N:3]=1.[C:9](OC(=O)C)(=[O:11])[CH3:10]. (4) The reactants are: [C:1]([O:5][C:6]([NH:8][C@H:9]1[C@H:14]([OH:15])[CH2:13][CH2:12][N:11]([C:16]([O:18][CH2:19][C:20]2[CH:25]=[CH:24][CH:23]=[CH:22][CH:21]=2)=[O:17])[CH2:10]1)=[O:7])([CH3:4])([CH3:3])[CH3:2].[CH3:26][C:27]([Si:30](Cl)([CH3:32])[CH3:31])([CH3:29])[CH3:28].N1C=CN=C1. Given the product [C:1]([O:5][C:6]([NH:8][C@H:9]1[C@H:14]([O:15][Si:30]([C:27]([CH3:29])([CH3:28])[CH3:26])([CH3:32])[CH3:31])[CH2:13][CH2:12][N:11]([C:16]([O:18][CH2:19][C:20]2[CH:25]=[CH:24][CH:23]=[CH:22][CH:21]=2)=[O:17])[CH2:10]1)=[O:7])([CH3:4])([CH3:2])[CH3:3], predict the reactants needed to synthesize it. (5) Given the product [CH2:1]([O:3][C:4](=[O:25])[CH2:5][N:6]1[C:14]2[C:9](=[C:10]([O:15][C:16]3[CH:21]=[CH:20][C:19]([NH2:22])=[CH:18][N:17]=3)[CH:11]=[CH:12][CH:13]=2)[CH:8]=[CH:7]1)[CH3:2], predict the reactants needed to synthesize it. The reactants are: [CH2:1]([O:3][C:4](=[O:25])[CH2:5][N:6]1[C:14]2[C:9](=[C:10]([O:15][C:16]3[CH:21]=[CH:20][C:19]([N+:22]([O-])=O)=[CH:18][N:17]=3)[CH:11]=[CH:12][CH:13]=2)[CH:8]=[CH:7]1)[CH3:2].